The task is: Predict the product of the given reaction.. This data is from Forward reaction prediction with 1.9M reactions from USPTO patents (1976-2016). (1) Given the reactants [CH3:1][O:2][C:3]1[CH:8]=[CH:7][C:6]([N:9]2[CH2:14][C@@H:13]3[CH2:15][C@H:10]2[CH2:11][O:12]3)=[CH:5][C:4]=1[NH2:16].[C:17]([N:25]=[C:26]=[S:27])(=[O:24])[C:18]1[CH:23]=[CH:22][CH:21]=[CH:20][CH:19]=1, predict the reaction product. The product is: [C:17]([NH:25][C:26]([NH:16][C:4]1[CH:5]=[C:6]([N:9]2[CH2:14][C@@H:13]3[CH2:15][C@H:10]2[CH2:11][O:12]3)[CH:7]=[CH:8][C:3]=1[O:2][CH3:1])=[S:27])(=[O:24])[C:18]1[CH:23]=[CH:22][CH:21]=[CH:20][CH:19]=1. (2) Given the reactants Br[C:2]1[CH:3]=[C:4]([C:15]([NH:17][CH2:18][C:19]2[C:20](=[O:27])[NH:21][C:22]([CH3:26])=[CH:23][C:24]=2[CH3:25])=[O:16])[C:5]2[C:6]([CH3:14])=[CH:7][N:8]([CH:11]([CH3:13])[CH3:12])[C:9]=2[CH:10]=1.[CH3:28][N:29]1[CH2:34][CH2:33][N:32]([C:35]2[CH:40]=[CH:39][C:38](B3OC(C)(C)C(C)(C)O3)=[CH:37][N:36]=2)[CH2:31][CH2:30]1.C(=O)([O-])[O-].[Na+].[Na+], predict the reaction product. The product is: [CH3:25][C:24]1[CH:23]=[C:22]([CH3:26])[NH:21][C:20](=[O:27])[C:19]=1[CH2:18][NH:17][C:15]([C:4]1[C:5]2[C:6]([CH3:14])=[CH:7][N:8]([CH:11]([CH3:13])[CH3:12])[C:9]=2[CH:10]=[C:2]([C:38]2[CH:37]=[N:36][C:35]([N:32]3[CH2:31][CH2:30][N:29]([CH3:28])[CH2:34][CH2:33]3)=[CH:40][CH:39]=2)[CH:3]=1)=[O:16]. (3) The product is: [F:9][C:10]1[CH:11]=[CH:12][C:13]([O:33][CH:34]([CH3:36])[CH3:35])=[C:14]([N:16]2[CH2:17][CH2:18][N:19]([CH2:22][CH2:23][CH2:24][N:25]3[C:29](=[O:30])[CH:28]4[C:27]([CH3:4])([CH2:31]4)[C:26]3=[O:32])[CH2:20][CH2:21]2)[CH:15]=1. Given the reactants [H-].[Na+].[I-].[CH3:4][S+](C)(C)=O.[F:9][C:10]1[CH:11]=[CH:12][C:13]([O:33][CH:34]([CH3:36])[CH3:35])=[C:14]([N:16]2[CH2:21][CH2:20][N:19]([CH2:22][CH2:23][CH2:24][N:25]3[C:29](=[O:30])[CH:28]=[C:27]([CH3:31])[C:26]3=[O:32])[CH2:18][CH2:17]2)[CH:15]=1, predict the reaction product.